From a dataset of Full USPTO retrosynthesis dataset with 1.9M reactions from patents (1976-2016). Predict the reactants needed to synthesize the given product. (1) Given the product [C:1]([CH2:3][C:4]1[CH:5]=[C:6]2[C:10](=[CH:11][CH:12]=1)[N:9]([C:13]1[CH:18]=[CH:17][CH:16]=[C:15]([C:19]#[C:20][C@:21]3([OH:28])[CH2:25][CH2:24][N:23]([CH3:26])[C:22]3=[O:27])[CH:14]=1)[N:8]=[C:7]2[C:29]([NH2:33])=[O:31])#[N:2], predict the reactants needed to synthesize it. The reactants are: [C:1]([CH2:3][C:4]1[CH:5]=[C:6]2[C:10](=[CH:11][CH:12]=1)[N:9]([C:13]1[CH:18]=[CH:17][CH:16]=[C:15]([C:19]#[C:20][C@:21]3([OH:28])[CH2:25][CH2:24][N:23]([CH3:26])[C:22]3=[O:27])[CH:14]=1)[N:8]=[C:7]2[C:29]([O:31]C)=O)#[N:2].[NH3:33]. (2) Given the product [NH2:26][CH:27]([C:31]1[CH:36]=[CH:35][CH:34]=[CH:33][CH:32]=1)[C:28]([N:10]([CH2:9][CH2:8][C:5]1[CH:6]=[CH:7][C:2]([Cl:1])=[CH:3][CH:4]=1)[C:11]1[CH:16]=[CH:15][C:14]([CH3:17])=[C:13]([CH3:18])[CH:12]=1)=[O:29], predict the reactants needed to synthesize it. The reactants are: [Cl:1][C:2]1[CH:7]=[CH:6][C:5]([CH2:8][CH2:9][NH:10][C:11]2[CH:16]=[CH:15][C:14]([CH3:17])=[C:13]([CH3:18])[CH:12]=2)=[CH:4][CH:3]=1.C(OC([NH:26][CH:27]([C:31]1[CH:36]=[CH:35][CH:34]=[CH:33][CH:32]=1)[C:28](O)=[O:29])=O)(C)(C)C. (3) The reactants are: [CH2:1]1[CH2:6][CH2:5]C(N=C=N[CH:1]2[CH2:6][CH2:5]C[CH2:3][CH2:2]2)[CH2:3][CH2:2]1.[C:16]([OH:26])(=[O:25])[CH2:17][CH2:18][CH2:19][CH2:20][CH2:21][C:22]([OH:24])=[O:23].C=CC(O)C=C. Given the product [O:23]=[C:22]([O:24][CH:1]([CH:6]=[CH2:5])[CH:2]=[CH2:3])[CH2:21][CH2:20][CH2:19][CH2:18][CH2:17][C:16]([OH:26])=[O:25], predict the reactants needed to synthesize it. (4) Given the product [CH:15]1([C:13]2[C:12]([O:18][CH2:19][CH2:20][CH3:21])=[C:11]([NH:22][C:23]([NH:25][C:26]3[CH:31]=[CH:30][C:29]([CH:32]4[CH2:33][CH2:34]4)=[CH:28][CH:27]=3)=[O:24])[CH:10]=[C:9]([C:4]3[CH:5]=[CH:6][CH:7]=[CH:8][C:3]=3[C:1]3[NH:37][N:36]=[N:35][N:2]=3)[CH:14]=2)[CH2:16][CH2:17]1, predict the reactants needed to synthesize it. The reactants are: [C:1]([C:3]1[CH:8]=[CH:7][CH:6]=[CH:5][C:4]=1[C:9]1[CH:14]=[C:13]([CH:15]2[CH2:17][CH2:16]2)[C:12]([O:18][CH2:19][CH2:20][CH3:21])=[C:11]([NH:22][C:23]([NH:25][C:26]2[CH:31]=[CH:30][C:29]([CH:32]3[CH2:34][CH2:33]3)=[CH:28][CH:27]=2)=[O:24])[CH:10]=1)#[N:2].[N:35]([Sn](CCCC)(CCCC)CCCC)=[N+:36]=[N-:37]. (5) The reactants are: [C:1]([O:5][C:6]([N:8]1[CH2:13][CH2:12][CH2:11][CH:10]([C:14]([OH:16])=O)[CH2:9]1)=[O:7])([CH3:4])([CH3:3])[CH3:2].Cl.[CH3:18][NH:19][O:20][CH3:21].Cl.CN(C)CCCN=C=NCC. Given the product [CH3:21][O:20][N:19]([CH3:18])[C:14]([CH:10]1[CH2:11][CH2:12][CH2:13][N:8]([C:6]([O:5][C:1]([CH3:2])([CH3:3])[CH3:4])=[O:7])[CH2:9]1)=[O:16], predict the reactants needed to synthesize it. (6) Given the product [Cl:40][C:41]1[C:42]([C:51]([F:53])([F:52])[F:54])=[N:43][N:44]([CH2:47][C:48]([N:37]2[CH2:38][CH2:39][N:34]([C:27]3[CH:28]=[C:29]([O:32][CH3:33])[CH:30]=[CH:31][C:26]=3[Cl:25])[CH2:35][CH2:36]2)=[O:49])[C:45]=1[CH3:46], predict the reactants needed to synthesize it. The reactants are: CN(C(ON1N=NC2C=CC=NC1=2)=[N+](C)C)C.F[P-](F)(F)(F)(F)F.[Cl:25][C:26]1[CH:31]=[CH:30][C:29]([O:32][CH3:33])=[CH:28][C:27]=1[N:34]1[CH2:39][CH2:38][NH:37][CH2:36][CH2:35]1.[Cl:40][C:41]1[C:42]([C:51]([F:54])([F:53])[F:52])=[N:43][N:44]([CH2:47][C:48](O)=[O:49])[C:45]=1[CH3:46]. (7) Given the product [NH2:29][C:30]1[N:8]([C@@H:9]2[CH2:14][CH2:13][C@H:12]([C:15]([NH:17][CH:18]([CH3:20])[CH3:19])=[O:16])[CH2:11][CH2:10]2)[C:6]2[CH:7]=[C:2]([Cl:1])[CH:3]=[CH:4][C:5]=2[N:21]=1, predict the reactants needed to synthesize it. The reactants are: [Cl:1][C:2]1[CH:3]=[CH:4][C:5]([N+:21]([O-])=O)=[C:6]([NH:8][C@@H:9]2[CH2:14][CH2:13][C@H:12]([C:15]([NH:17][CH:18]([CH3:20])[CH3:19])=[O:16])[CH2:11][CH2:10]2)[CH:7]=1.O.O.[Sn](Cl)Cl.[NH2:29][C:30]1C=CC(Cl)=CC=1N[C@@H]1CC[C@H](C(NC(C)C)=O)CC1.N#CBr.